This data is from CYP2D6 inhibition data for predicting drug metabolism from PubChem BioAssay. The task is: Regression/Classification. Given a drug SMILES string, predict its absorption, distribution, metabolism, or excretion properties. Task type varies by dataset: regression for continuous measurements (e.g., permeability, clearance, half-life) or binary classification for categorical outcomes (e.g., BBB penetration, CYP inhibition). Dataset: cyp2d6_veith. The compound is Cc1ccc(S(=O)(=O)N2CCC(C(=O)NCCCOC(C)C)CC2)cc1. The result is 0 (non-inhibitor).